The task is: Predict the reaction yield, written as a fraction of the theoretical maximum amount of product (1.0 means a 100% yield; for example, 0.34 means a 34% yield).. This data is from Reaction yield outcomes from USPTO patents with 853,638 reactions. (1) The reactants are [Br:1][C:2]1[CH:7]=[C:6]([C:8]([F:11])([F:10])[F:9])[CH:5]=[C:4]([C:12]#[C:13][Si](C)(C)C)[C:3]=1[NH2:18].[F-].C([N+](CCCC)(CCCC)CCCC)CCC.O. The catalyst is C1COCC1. The product is [Br:1][C:2]1[CH:7]=[C:6]([C:8]([F:11])([F:10])[F:9])[CH:5]=[C:4]([C:12]#[CH:13])[C:3]=1[NH2:18]. The yield is 0.540. (2) The reactants are C1(C#C)C=CC=CC=1.[C:9]([C:11]1[CH:15]=[CH:14][S:13][CH:12]=1)#[CH:10].[N:16]([C:19]1[S:20][C:21]([C:25]([NH:27][CH2:28][C:29]2[CH:34]=[CH:33][CH:32]=[CH:31][CH:30]=2)=[O:26])=[C:22]([CH3:24])[N:23]=1)=[N+:17]=[N-:18]. No catalyst specified. The product is [CH2:28]([NH:27][C:25]([C:21]1[S:20][C:19]([N:16]2[CH:10]=[C:9]([C:11]3[CH:15]=[CH:14][S:13][CH:12]=3)[N:18]=[N:17]2)=[N:23][C:22]=1[CH3:24])=[O:26])[C:29]1[CH:30]=[CH:31][CH:32]=[CH:33][CH:34]=1. The yield is 0.660.